From a dataset of Aqueous solubility values for 9,982 compounds from the AqSolDB database. Regression/Classification. Given a drug SMILES string, predict its absorption, distribution, metabolism, or excretion properties. Task type varies by dataset: regression for continuous measurements (e.g., permeability, clearance, half-life) or binary classification for categorical outcomes (e.g., BBB penetration, CYP inhibition). For this dataset (solubility_aqsoldb), we predict Y. (1) The molecule is N#Cc1ccc(Cl)cc1. The Y is -2.75 log mol/L. (2) The drug is O=CNCC(=O)O. The Y is 0.267 log mol/L. (3) The molecule is CCCCCN(C)N=Nc1ccc(C(=O)O)cc1. The Y is -2.37 log mol/L. (4) The drug is CC(C)NCC(O)COc1ccc(CC(N)=O)cc1. The Y is -1.30 log mol/L. (5) The compound is CCNC(=O)n1cc(F)c(=O)[nH]c1=O. The Y is -2.13 log mol/L.